Dataset: Peptide-MHC class II binding affinity with 134,281 pairs from IEDB. Task: Regression. Given a peptide amino acid sequence and an MHC pseudo amino acid sequence, predict their binding affinity value. This is MHC class II binding data. (1) The peptide sequence is AAATAGTTYYGAFAA. The MHC is HLA-DQA10501-DQB10301 with pseudo-sequence HLA-DQA10501-DQB10301. The binding affinity (normalized) is 0.663. (2) The peptide sequence is LYKGVYELQTLELNM. The MHC is H-2-IAb with pseudo-sequence H-2-IAb. The binding affinity (normalized) is 0.0249. (3) The peptide sequence is AILTHVSQIQAVDVT. The MHC is DRB1_0405 with pseudo-sequence DRB1_0405. The binding affinity (normalized) is 0.377. (4) The MHC is DRB1_0701 with pseudo-sequence DRB1_0701. The peptide sequence is ASLIYRRRLMKQDFS. The binding affinity (normalized) is 0.